This data is from Forward reaction prediction with 1.9M reactions from USPTO patents (1976-2016). The task is: Predict the product of the given reaction. Given the reactants [C:1]1([C:7]2[C:8]([C:16]3[CH:23]=[CH:22][C:19]([CH:20]=O)=[CH:18][CH:17]=3)=[N:9][C:10]3[N:11]([CH:13]=[CH:14][N:15]=3)[CH:12]=2)[CH:6]=[CH:5][CH:4]=[CH:3][CH:2]=1.Cl.[NH:25]1[CH2:30][CH2:29][CH:28]([C:31]2[NH:32][C:33]3[CH:39]=[C:38]([C:40]#[N:41])[CH:37]=[CH:36][C:34]=3[N:35]=2)[CH2:27][CH2:26]1, predict the reaction product. The product is: [C:1]1([C:7]2[C:8]([C:16]3[CH:23]=[CH:22][C:19]([CH2:20][N:25]4[CH2:26][CH2:27][CH:28]([C:31]5[NH:32][C:33]6[CH:39]=[C:38]([C:40]#[N:41])[CH:37]=[CH:36][C:34]=6[N:35]=5)[CH2:29][CH2:30]4)=[CH:18][CH:17]=3)=[N:9][C:10]3[N:11]([CH:13]=[CH:14][N:15]=3)[CH:12]=2)[CH:6]=[CH:5][CH:4]=[CH:3][CH:2]=1.